This data is from Forward reaction prediction with 1.9M reactions from USPTO patents (1976-2016). The task is: Predict the product of the given reaction. (1) Given the reactants C(=O)(O[N:11]1[C:15](=O)[CH2:14][CH2:13][C:12]1=[O:17])O[N:11]1[C:15](=O)[CH2:14][CH2:13][C:12]1=[O:17].[NH2:19][C:20]1[CH:21]=[C:22]([C:26]2[N:31]=[C:30]([C:32]3[CH:37]=[CH:36][CH:35]=[C:34]([CH2:38][O:39]C(C)(C)C)[CH:33]=3)[CH:29]=[C:28]([N:44]3[CH2:49][CH2:48][O:47][CH2:46][CH2:45]3)[N:27]=2)[CH:23]=[CH:24][CH:25]=1.[CH3:50][N:51](C)[CH2:52]CCN.FC(F)(F)C(O)=O, predict the reaction product. The product is: [CH3:50][N:51]([CH3:52])[CH2:13][CH2:14][CH2:15][NH:11][C:12](=[O:17])[NH:19][C:20]1[CH:21]=[C:22]([C:26]2[N:31]=[C:30]([C:32]3[CH:37]=[CH:36][CH:35]=[C:34]([CH2:38][OH:39])[CH:33]=3)[CH:29]=[C:28]([N:44]3[CH2:49][CH2:48][O:47][CH2:46][CH2:45]3)[N:27]=2)[CH:23]=[CH:24][CH:25]=1. (2) Given the reactants [CH3:1][O:2][C:3]1[CH:8]=[CH:7][C:6]([C:9]2[O:10][C:11]([CH3:16])=[C:12]([CH3:15])[N+:13]=2[O-])=[CH:5][CH:4]=1.P(Cl)(Cl)([Cl:19])=O.N, predict the reaction product. The product is: [Cl:19][CH2:15][C:12]1[N:13]=[C:9]([C:6]2[CH:7]=[CH:8][C:3]([O:2][CH3:1])=[CH:4][CH:5]=2)[O:10][C:11]=1[CH3:16]. (3) Given the reactants [Cl:1][C:2]1[N:3]=[CH:4][C:5]2[CH:6]=[CH:7][CH:8]=[C:9]([C:12]([OH:14])=[O:13])[C:10]=2[CH:11]=1.S(Cl)(Cl)=O.[CH3:19]O, predict the reaction product. The product is: [Cl:1][C:2]1[N:3]=[CH:4][C:5]2[CH:6]=[CH:7][CH:8]=[C:9]([C:12]([O:14][CH3:19])=[O:13])[C:10]=2[CH:11]=1. (4) Given the reactants Br[C:2]1[CH:3]=[C:4]([C:8]2[C:17]3[C:12](=[N:13][CH:14]=[CH:15][CH:16]=3)[N:11]=[C:10]([C:18]3[CH:23]=[C:22]([Cl:24])[CH:21]=[CH:20][C:19]=3[F:25])[CH:9]=2)[CH:5]=[N:6][CH:7]=1.[C:26]([O:30][C:31]([N:33]1[CH2:38][CH2:37][N:36]([C:39]2[CH:44]=[CH:43][C:42](B3OC(C)(C)C(C)(C)O3)=[CH:41][N:40]=2)[CH2:35][CH2:34]1)=[O:32])([CH3:29])([CH3:28])[CH3:27].O.O.O.P([O-])([O-])([O-])=O.[K+].[K+].[K+].C(N(CC)CC)C, predict the reaction product. The product is: [C:26]([O:30][C:31]([N:33]1[CH2:38][CH2:37][N:36]([C:39]2[N:40]=[CH:41][C:42]([C:2]3[CH:7]=[N:6][CH:5]=[C:4]([C:8]4[C:17]5[C:12](=[N:13][CH:14]=[CH:15][CH:16]=5)[N:11]=[C:10]([C:18]5[CH:23]=[C:22]([Cl:24])[CH:21]=[CH:20][C:19]=5[F:25])[CH:9]=4)[CH:3]=3)=[CH:43][CH:44]=2)[CH2:35][CH2:34]1)=[O:32])([CH3:29])([CH3:27])[CH3:28].